Dataset: Catalyst prediction with 721,799 reactions and 888 catalyst types from USPTO. Task: Predict which catalyst facilitates the given reaction. (1) Reactant: [OH:1][C@H:2]1[CH2:6][CH2:5][NH:4][C@@H:3]1[C:7]([OH:9])=[O:8].C(=O)(O)[O-].[Na+].O1CCOCC1.[C:21]([O:25][C:26](O[C:26]([O:25][C:21]([CH3:24])([CH3:23])[CH3:22])=[O:27])=[O:27])([CH3:24])([CH3:23])[CH3:22]. Product: [C:21]([O:25][C:26]([N:4]1[CH2:5][CH2:6][C@H:2]([OH:1])[C@H:3]1[C:7]([OH:9])=[O:8])=[O:27])([CH3:24])([CH3:23])[CH3:22]. The catalyst class is: 6. (2) Reactant: C1CCN2C(=NCCC2)CC1.[NH2:12][C:13]1[CH:18]=[CH:17][C:16]([OH:19])=[C:15]([Cl:20])[C:14]=1[Cl:21].[Cl:22][C:23]1[N:28]=[C:27](Cl)[CH:26]=[CH:25][N:24]=1. Product: [Cl:21][C:14]1[C:15]([Cl:20])=[C:16]([O:19][C:25]2[CH:26]=[CH:27][N:28]=[C:23]([Cl:22])[N:24]=2)[CH:17]=[CH:18][C:13]=1[NH2:12]. The catalyst class is: 23. (3) Reactant: [NH2:1][C:2]1[CH:7]=[CH:6][N:5]=[CH:4][CH:3]=1.[CH:8]([C:11]1[CH:16]=[CH:15][CH:14]=[C:13]([CH:17]([CH3:19])[CH3:18])[C:12]=1[N:20]=[C:21]=[O:22])([CH3:10])[CH3:9]. Product: [CH:8]([C:11]1[CH:16]=[CH:15][CH:14]=[C:13]([CH:17]([CH3:18])[CH3:19])[C:12]=1[NH:20][C:21]([NH:1][C:2]1[CH:7]=[CH:6][N:5]=[CH:4][CH:3]=1)=[O:22])([CH3:9])[CH3:10]. The catalyst class is: 11.